This data is from Full USPTO retrosynthesis dataset with 1.9M reactions from patents (1976-2016). The task is: Predict the reactants needed to synthesize the given product. (1) Given the product [CH2:1]([C:4]1[C:8]([CH2:9][CH2:10][CH2:11][CH2:12][OH:13])=[CH:7][N:6]([C:14]2[CH:19]=[CH:18][C:17]([C:20]([F:21])([F:23])[F:22])=[CH:16][N:15]=2)[N:5]=1)[CH2:2][CH3:3], predict the reactants needed to synthesize it. The reactants are: [CH2:1]([C:4]1[C:8]([CH2:9][CH2:10][CH2:11][CH:12]=[O:13])=[CH:7][N:6]([C:14]2[CH:19]=[CH:18][C:17]([C:20]([F:23])([F:22])[F:21])=[CH:16][N:15]=2)[N:5]=1)[CH2:2][CH3:3].CO.[BH4-].[Na+].Cl. (2) Given the product [Cl:1][CH:2]([C:4]1[C:9]([CH:10]([CH3:11])[CH:17]([N:18]=[C:19]([C:26]2[CH:31]=[CH:30][CH:29]=[CH:28][CH:27]=2)[C:20]2[CH:21]=[CH:22][CH:23]=[CH:24][CH:25]=2)[C:16]([O:15][CH2:13][CH3:14])=[O:32])=[N:8][CH:7]=[CH:6][N:5]=1)[CH3:3], predict the reactants needed to synthesize it. The reactants are: [Cl:1][CH:2]([C:4]1[C:9]([CH:10](Cl)[CH3:11])=[N:8][CH:7]=[CH:6][N:5]=1)[CH3:3].[CH2:13]([O:15][C:16](=[O:32])[CH2:17][N:18]=[C:19]([C:26]1[CH:31]=[CH:30][CH:29]=[CH:28][CH:27]=1)[C:20]1[CH:25]=[CH:24][CH:23]=[CH:22][CH:21]=1)[CH3:14].[OH-].[K+].C(O)(=O)CC(CC(O)=O)(C(O)=O)O. (3) Given the product [OH:16][CH2:17][C:18]1[N:23]=[C:22]([C:24]([O:26][CH2:10][O:9][C:7](=[O:8])[C:6]2[CH:12]=[CH:13][CH:14]=[CH:15][C:5]=2[O:4][C:1](=[O:3])[CH3:2])=[O:25])[CH:21]=[CH:20][CH:19]=1, predict the reactants needed to synthesize it. The reactants are: [C:1]([O:4][C:5]1[CH:15]=[CH:14][CH:13]=[CH:12][C:6]=1[C:7]([O:9][CH2:10]Cl)=[O:8])(=[O:3])[CH3:2].[OH:16][CH2:17][C:18]1[N:23]=[C:22]([C:24]([OH:26])=[O:25])[CH:21]=[CH:20][CH:19]=1.CCN(CC)CC. (4) The reactants are: Cl[C:2]1[CH:7]=[C:6]([C:8]2[CH:13]=[CH:12][CH:11]=[CH:10][CH:9]=2)[N:5]=[C:4]([NH:14][C:15](=[O:32])[CH2:16][CH2:17][C:18]([C:20]2[CH:25]=[CH:24][C:23]([O:26][CH2:27][CH3:28])=[C:22]([O:29][CH2:30][CH3:31])[CH:21]=2)=[O:19])[CH:3]=1.C1(C2C=CC=CC=2)C=CC=CC=1P(C1CCCCC1)C1CCCCC1.C(=O)([O-])[O-].[K+].[K+].OB(O)[C:66]1[CH:74]=[CH:73][CH:72]=[CH:71][C:67]=1[C:68]([OH:70])=[O:69]. Given the product [CH2:30]([O:29][C:22]1[CH:21]=[C:20]([C:18](=[O:19])[CH2:17][CH2:16][C:15]([NH:14][C:4]2[CH:3]=[C:2]([C:66]3[CH:74]=[CH:73][CH:72]=[CH:71][C:67]=3[C:68]([OH:70])=[O:69])[CH:7]=[C:6]([C:8]3[CH:13]=[CH:12][CH:11]=[CH:10][CH:9]=3)[N:5]=2)=[O:32])[CH:25]=[CH:24][C:23]=1[O:26][CH2:27][CH3:28])[CH3:31], predict the reactants needed to synthesize it. (5) The reactants are: [CH3:1][O:2][P:3]([Cl:6])([Cl:5])=[O:4].[N:7]1[CH:12]=[CH:11][CH:10]=[CH:9][CH:8]=1. Given the product [P:3]([Cl:6])([Cl:5])([O-:4])=[O:2].[CH3:1][N+:7]1[CH:12]=[CH:11][CH:10]=[CH:9][CH:8]=1, predict the reactants needed to synthesize it.